This data is from Reaction yield outcomes from USPTO patents with 853,638 reactions. The task is: Predict the reaction yield, written as a fraction of the theoretical maximum amount of product (1.0 means a 100% yield; for example, 0.34 means a 34% yield). (1) The reactants are [Si:1]([O:8][CH2:9][CH:10]=O)([C:4]([CH3:7])([CH3:6])[CH3:5])([CH3:3])[CH3:2].Cl.[NH2:13][C@@H:14]1[CH2:19][CH2:18][CH2:17][N:16]([C:20]2[C:25]([Br:26])=[CH:24][N:23]=[C:22]3[NH:27][CH:28]=[C:29]([NH:30][C:31](=[O:40])[C:32]4[CH:37]=[CH:36][C:35]([F:38])=[C:34]([Cl:39])[CH:33]=4)[C:21]=23)[CH2:15]1.CCN(C(C)C)C(C)C.C(OC)(OC)OC.[BH4-].[Na+].C([O-])(O)=O.[Na+]. The catalyst is CO.C(Cl)Cl. The product is [Br:26][C:25]1[C:20]([N:16]2[CH2:17][CH2:18][CH2:19][C@@H:14]([NH:13][CH2:10][CH2:9][O:8][Si:1]([C:4]([CH3:5])([CH3:6])[CH3:7])([CH3:2])[CH3:3])[CH2:15]2)=[C:21]2[C:29]([NH:30][C:31](=[O:40])[C:32]3[CH:37]=[CH:36][C:35]([F:38])=[C:34]([Cl:39])[CH:33]=3)=[CH:28][NH:27][C:22]2=[N:23][CH:24]=1. The yield is 0.390. (2) The reactants are CS(O[CH2:6][CH:7]1[CH2:12][CH2:11][N:10]([C:13]([O:15][C:16]([CH3:19])([CH3:18])[CH3:17])=[O:14])[CH2:9][CH2:8]1)(=O)=O.[I-].[K+].[N:22]1[C:26]2[CH:27]=[CH:28][CH:29]=[CH:30][C:25]=2[NH:24][CH:23]=1.[H-].[Na+]. The catalyst is CN(C)C=O.O. The product is [N:22]1([CH2:6][CH:7]2[CH2:12][CH2:11][N:10]([C:13]([O:15][C:16]([CH3:19])([CH3:18])[CH3:17])=[O:14])[CH2:9][CH2:8]2)[C:26]2[CH:27]=[CH:28][CH:29]=[CH:30][C:25]=2[N:24]=[CH:23]1. The yield is 0.820.